From a dataset of Full USPTO retrosynthesis dataset with 1.9M reactions from patents (1976-2016). Predict the reactants needed to synthesize the given product. (1) Given the product [C:1]1([C:14]2[CH:15]=[CH:16][CH:17]=[CH:18][CH:19]=2)[CH:2]=[CH:3][C:4]([C@H:7]2[C@@H:12]([NH2:13])[CH2:11][CH2:10][O:9][CH2:8]2)=[CH:5][CH:6]=1, predict the reactants needed to synthesize it. The reactants are: [C:1]1([C:14]2[CH:19]=[CH:18][CH:17]=[CH:16][CH:15]=2)[CH:6]=[CH:5][C:4]([C@H:7]2[C@H:12]([NH2:13])[CH2:11][CH2:10][O:9][CH2:8]2)=[CH:3][CH:2]=1.C1(C2C=CC=CC=2)C=CC([C@H]2[C@H](C(O)=O)CCOC2)=CC=1. (2) Given the product [NH2:1][C:4]1[CH:5]=[N:6][N:7]([CH2:9][C:10]2[CH:11]=[C:12]([CH:15]=[CH:16][CH:17]=2)[C:13]#[N:14])[CH:8]=1, predict the reactants needed to synthesize it. The reactants are: [N+:1]([C:4]1[CH:5]=[N:6][N:7]([CH2:9][C:10]2[CH:11]=[C:12]([CH:15]=[CH:16][CH:17]=2)[C:13]#[N:14])[CH:8]=1)([O-])=O.[Cl-].[NH4+]. (3) Given the product [C:19]([O:22][CH2:23][C:24]1[C:25]([N:39]2[CH2:51][CH2:50][N:42]3[C:43]4[CH2:44][CH2:45][CH2:46][CH2:47][C:48]=4[CH:49]=[C:41]3[C:40]2=[O:52])=[CH:26][CH:27]=[CH:28][C:29]=1[C:2]1[N:3]=[C:4]([NH:10][C:11]2[CH:12]=[N:13][N:14]([CH:16]3[CH2:18][CH2:17]3)[CH:15]=2)[C:5](=[O:9])[N:6]([CH3:8])[CH:7]=1)(=[O:21])[CH3:20], predict the reactants needed to synthesize it. The reactants are: Br[C:2]1[N:3]=[C:4]([NH:10][C:11]2[CH:12]=[N:13][N:14]([CH:16]3[CH2:18][CH2:17]3)[CH:15]=2)[C:5](=[O:9])[N:6]([CH3:8])[CH:7]=1.[C:19]([O:22][CH2:23][C:24]1[C:29](B2OC(C)(C)C(C)(C)O2)=[CH:28][CH:27]=[CH:26][C:25]=1[N:39]1[CH2:51][CH2:50][N:42]2[C:43]3[CH2:44][CH2:45][CH2:46][CH2:47][C:48]=3[CH:49]=[C:41]2[C:40]1=[O:52])(=[O:21])[CH3:20].C([O-])([O-])=O.[Na+].[Na+].COCCOC. (4) Given the product [C:18]([C:20]1[CH:25]=[CH:24][C:23]([S:26]([N:9]2[C:10]3=[N:11][CH:12]=[CH:13][CH:14]=[C:15]3[C:7]([CH2:6][C:5]([OH:4])=[O:17])=[C:8]2[CH3:16])(=[O:28])=[O:27])=[CH:22][C:21]=1[O:30][CH2:31][CH3:32])#[N:19], predict the reactants needed to synthesize it. The reactants are: [H-].[Na+].C[O:4][C:5](=[O:17])[CH2:6][C:7]1[C:15]2[C:10](=[N:11][CH:12]=[CH:13][CH:14]=2)[NH:9][C:8]=1[CH3:16].[C:18]([C:20]1[CH:25]=[CH:24][C:23]([S:26](Cl)(=[O:28])=[O:27])=[CH:22][C:21]=1[O:30][CH2:31][CH3:32])#[N:19]. (5) Given the product [Cl:1][C:2]1[CH:3]=[C:4]([CH2:9][CH2:10][CH2:11][C:12]2[CH:13]=[CH:14][C:15]([NH:16][C:20]3[CH:28]=[CH:27][CH:26]=[CH:25][C:21]=3[C:22]([OH:24])=[O:23])=[CH:17][CH:18]=2)[CH:5]=[CH:6][C:7]=1[Cl:8], predict the reactants needed to synthesize it. The reactants are: [Cl:1][C:2]1[CH:3]=[C:4]([CH2:9][CH2:10][CH2:11][C:12]2[CH:18]=[CH:17][C:15]([NH2:16])=[CH:14][CH:13]=2)[CH:5]=[CH:6][C:7]=1[Cl:8].F[C:20]1[CH:28]=[CH:27][CH:26]=[CH:25][C:21]=1[C:22]([OH:24])=[O:23].[NH2-].[Li+].